Task: Predict the reactants needed to synthesize the given product.. Dataset: Full USPTO retrosynthesis dataset with 1.9M reactions from patents (1976-2016) (1) Given the product [N:1]1([C:6]2[CH:29]=[CH:28][C:9]([CH2:10][N:11]3[C:19]([S:31][CH3:30])=[C:18]4[C:13]([N:14]([CH2:23][C:24]([CH3:26])([CH3:25])[CH3:27])[C:15](=[O:22])[N:16]([CH3:21])[C:17]4=[O:20])=[N:12]3)=[CH:8][CH:7]=2)[CH:5]=[N:4][CH:3]=[N:2]1, predict the reactants needed to synthesize it. The reactants are: [N:1]1([C:6]2[CH:29]=[CH:28][C:9]([CH2:10][N:11]3[CH:19]=[C:18]4[C:13]([N:14]([CH2:23][C:24]([CH3:27])([CH3:26])[CH3:25])[C:15](=[O:22])[N:16]([CH3:21])[C:17]4=[O:20])=[N:12]3)=[CH:8][CH:7]=2)[CH:5]=[N:4][CH:3]=[N:2]1.[CH3:30][S:31]SC.[Li+].C[Si]([N-][Si](C)(C)C)(C)C. (2) Given the product [NH2:7][C@@H:8]([CH2:21][C:22]1[CH:27]=[CH:26][CH:25]=[CH:24][CH:23]=1)[C:9]([N:11]1[CH2:20][CH2:19][C:18]2[C:13](=[CH:14][CH:15]=[CH:16][CH:17]=2)[CH2:12]1)=[O:10], predict the reactants needed to synthesize it. The reactants are: C(OC(=O)[NH:7][C@@H:8]([CH2:21][C:22]1[CH:27]=[CH:26][CH:25]=[CH:24][CH:23]=1)[C:9]([N:11]1[CH2:20][CH2:19][C:18]2[C:13](=[CH:14][CH:15]=[CH:16][CH:17]=2)[CH2:12]1)=[O:10])(C)(C)C.C(O)(C(F)(F)F)=O. (3) Given the product [Cl:1][C:2]1[CH:18]=[C:17]([CH2:19][O:20][CH3:21])[CH:16]=[C:15]([Cl:22])[C:3]=1[O:4][C:5]1[CH:6]=[CH:7][C:8]([O:13][CH3:14])=[C:9]([CH:12]=1)[C:10]([OH:29])=[O:11], predict the reactants needed to synthesize it. The reactants are: [Cl:1][C:2]1[CH:18]=[C:17]([CH2:19][O:20][CH3:21])[CH:16]=[C:15]([Cl:22])[C:3]=1[O:4][C:5]1[CH:6]=[CH:7][C:8]([O:13][CH3:14])=[C:9]([CH:12]=1)[CH:10]=[O:11].CC(=CC)C.Cl[O-:29].[Na+].Cl. (4) The reactants are: [F:1][C:2]([F:9])([F:8])[CH:3]1[CH2:7][CH2:6][NH:5][CH2:4]1.Cl.CCN(C(C)C)C(C)C.[F:20][C:21]([F:44])([F:43])[C@H:22]1[CH2:27][CH2:26][C@H:25]([NH:28][C:29](=[O:42])[C:30]2[CH:35]=[C:34]([N+:36]([O-:38])=[O:37])[C:33]([NH:39][CH3:40])=[CH:32][C:31]=2F)[CH2:24][CH2:23]1. Given the product [F:20][C:21]([F:43])([F:44])[C@H:22]1[CH2:27][CH2:26][C@H:25]([NH:28][C:29](=[O:42])[C:30]2[CH:35]=[C:34]([N+:36]([O-:38])=[O:37])[C:33]([NH:39][CH3:40])=[CH:32][C:31]=2[N:5]2[CH2:6][CH2:7][CH:3]([C:2]([F:9])([F:8])[F:1])[CH2:4]2)[CH2:24][CH2:23]1, predict the reactants needed to synthesize it. (5) Given the product [Br:1][C:2]1[CH:3]=[CH:4][C:5]([C@@H:8]([N:10]2[CH2:11][CH2:12][C:13]([CH:14]([CH3:15])[CH3:16])([CH2:17][C:18]([CH3:20])=[CH2:19])[O:21][C:30]2=[O:32])[CH3:9])=[CH:6][CH:7]=1, predict the reactants needed to synthesize it. The reactants are: [Br:1][C:2]1[CH:7]=[CH:6][C:5]([C@@H:8]([NH:10][CH2:11][CH2:12][C:13]([OH:21])([CH2:17][C:18]([CH3:20])=[CH2:19])[CH:14]([CH3:16])[CH3:15])[CH3:9])=[CH:4][CH:3]=1.C(N(CC)CC)C.Cl[C:30](Cl)([O:32]C(=O)OC(Cl)(Cl)Cl)Cl.